This data is from Reaction yield outcomes from USPTO patents with 853,638 reactions. The task is: Predict the reaction yield, written as a fraction of the theoretical maximum amount of product (1.0 means a 100% yield; for example, 0.34 means a 34% yield). (1) The reactants are [N-]=[N+]=[N-].[ClH:4].[CH2:5]([C:8]1([NH2:18])[CH2:13][C:12]([CH3:15])([CH3:14])[CH2:11][C:10](C)([CH3:16])[CH2:9]1)C=C. No catalyst specified. The product is [ClH:4].[CH3:5][C:8]1([NH2:18])[CH2:13][C:12]([CH3:15])([CH3:14])[CH2:11][C:10]([CH3:16])=[CH:9]1. The yield is 0.600. (2) The reactants are [NH:1]1[CH2:6][CH2:5][CH2:4][CH:3]([NH:7][C:8](=[O:14])[O:9][C:10]([CH3:13])([CH3:12])[CH3:11])[CH2:2]1.CC(O)=O.[BH3-]C#N.[Na+].[CH:23](=O)[C:24]1[CH:29]=[CH:28][CH:27]=[CH:26][CH:25]=1.C([O-])([O-])=O.[K+].[K+]. The catalyst is CO.O. The product is [CH2:23]([N:1]1[CH2:6][CH2:5][CH2:4][C@@H:3]([NH:7][C:8](=[O:14])[O:9][C:10]([CH3:11])([CH3:13])[CH3:12])[CH2:2]1)[C:24]1[CH:29]=[CH:28][CH:27]=[CH:26][CH:25]=1. The yield is 0.480. (3) The reactants are [Cl-].O[NH3+:3].[C:4](=[O:7])([O-])[OH:5].[Na+].CS(C)=O.[CH2:13]([CH:15]([O:18][C:19]1[CH:24]=[CH:23][C:22]([N:25]2[C:30](=[O:31])[C:29]([CH2:32][C:33]3[CH:38]=[CH:37][C:36]([C:39]4[C:40]([C:45]#[N:46])=[CH:41][CH:42]=[CH:43][CH:44]=4)=[CH:35][CH:34]=3)=[C:28]([CH2:47][CH2:48][CH3:49])[N:27]=[C:26]2[CH3:50])=[CH:21][CH:20]=1)[CH2:16][CH3:17])[CH3:14]. The catalyst is O.C(OCC)(=O)C. The product is [CH2:13]([CH:15]([O:18][C:19]1[CH:20]=[CH:21][C:22]([N:25]2[C:30](=[O:31])[C:29]([CH2:32][C:33]3[CH:34]=[CH:35][C:36]([C:39]4[CH:44]=[CH:43][CH:42]=[CH:41][C:40]=4[C:45]4[NH:3][C:4](=[O:7])[O:5][N:46]=4)=[CH:37][CH:38]=3)=[C:28]([CH2:47][CH2:48][CH3:49])[N:27]=[C:26]2[CH3:50])=[CH:23][CH:24]=1)[CH2:16][CH3:17])[CH3:14]. The yield is 0.710. (4) The reactants are C([O:4][CH2:5][C:6]1[C:7]([N:35]2[N:44]=[CH:43][C:42]3[C:37](=[C:38]([F:49])[CH:39]=[C:40]([C:45]([CH3:48])([CH3:47])[CH3:46])[CH:41]=3)[C:36]2=[O:50])=[N:8][CH:9]=[CH:10][C:11]=1[C:12]1[CH:17]=[C:16]([NH:18][C:19]2[CH:24]=[CH:23][C:22]([C:25]([N:27]3[CH2:32][CH2:31][O:30][CH2:29][CH2:28]3)=[O:26])=[CH:21][N:20]=2)[C:15](=[O:33])[N:14]([CH3:34])[N:13]=1)(=O)C.[OH-].[Li+]. The catalyst is C1COCC1.C(O)(C)C.O. The product is [C:45]([C:40]1[CH:41]=[C:42]2[C:37](=[C:38]([F:49])[CH:39]=1)[C:36](=[O:50])[N:35]([C:7]1[C:6]([CH2:5][OH:4])=[C:11]([C:12]3[CH:17]=[C:16]([NH:18][C:19]4[CH:24]=[CH:23][C:22]([C:25]([N:27]5[CH2:28][CH2:29][O:30][CH2:31][CH2:32]5)=[O:26])=[CH:21][N:20]=4)[C:15](=[O:33])[N:14]([CH3:34])[N:13]=3)[CH:10]=[CH:9][N:8]=1)[N:44]=[CH:43]2)([CH3:48])([CH3:46])[CH3:47]. The yield is 0.800. (5) The reactants are [N+:1]([C:4]1[CH:5]=[CH:6][C:7]([N:10]2[CH2:15][CH2:14][O:13][CH2:12][CH2:11]2)=[N:8][CH:9]=1)([O-])=O. The catalyst is [Pd].CCO. The product is [O:13]1[CH2:14][CH2:15][N:10]([C:7]2[N:8]=[CH:9][C:4]([NH2:1])=[CH:5][CH:6]=2)[CH2:11][CH2:12]1. The yield is 0.880. (6) The reactants are [F:1][C:2]([F:21])([F:20])[O:3][C:4]1[CH:5]=[C:6]([S:10]([C:13]2[CH:19]=[CH:18][C:16]([NH2:17])=[CH:15][CH:14]=2)(=[O:12])=[O:11])[CH:7]=[CH:8][CH:9]=1.[N:22]1[CH:27]=[CH:26][CH:25]=[C:24]([CH:28]=[CH:29][C:30](Cl)=[O:31])[CH:23]=1.C([O-])([O-])=O.[K+].[K+]. The catalyst is CN(C=O)C. The product is [N:22]1[CH:27]=[CH:26][CH:25]=[C:24]([CH:28]=[CH:29][C:30]([NH:17][C:16]2[CH:18]=[CH:19][C:13]([S:10]([C:6]3[CH:7]=[CH:8][CH:9]=[C:4]([O:3][C:2]([F:1])([F:20])[F:21])[CH:5]=3)(=[O:12])=[O:11])=[CH:14][CH:15]=2)=[O:31])[CH:23]=1. The yield is 0.500. (7) The reactants are OS(O)(=O)=O.[CH2:6]=[O:7].[CH3:8][C:9]1[C:18]2([CH2:20][CH2:19]2)[C@:17]([OH:22])([CH3:21])[C:15](=[O:16])[C:14]2[C:10]=1[C@@H:11](O)[C@@:12](CO)([CH3:23])[CH:13]=2. The catalyst is CC(C)=O. The product is [CH3:23][C:12]1[CH:13]=[C:14]2[C:10](=[C:9]([CH3:8])[C:18]3([C@:17]([OH:22])([CH3:21])[C:15]2=[O:16])[CH2:20][CH2:19]3)[C:11]=1[CH2:6][OH:7]. The yield is 0.243.